Dataset: Forward reaction prediction with 1.9M reactions from USPTO patents (1976-2016). Task: Predict the product of the given reaction. (1) Given the reactants [F:1][C:2]1[CH:7]=[CH:6][C:5]([N:8]2[C:16]3[C:11](=[C:12]([O:17]C)[CH:13]=[CH:14][CH:15]=3)[CH:10]=[N:9]2)=[CH:4][CH:3]=1.B(Br)(Br)Br, predict the reaction product. The product is: [F:1][C:2]1[CH:3]=[CH:4][C:5]([N:8]2[C:16]3[CH:15]=[CH:14][CH:13]=[C:12]([OH:17])[C:11]=3[CH:10]=[N:9]2)=[CH:6][CH:7]=1. (2) Given the reactants Cl[C:2]1[CH:7]=[CH:6][C:5]([N+:8]([O-:10])=[O:9])=[CH:4][CH:3]=1.[OH:11][N:12]=[C:13]([O:15][CH2:16][CH3:17])[CH3:14].[OH-].[Na+].O, predict the reaction product. The product is: [N+:8]([C:5]1[CH:6]=[CH:7][C:2]([O:11][N:12]=[C:13]([O:15][CH2:16][CH3:17])[CH3:14])=[CH:3][CH:4]=1)([O-:10])=[O:9]. (3) Given the reactants [C:1]([O:5][C:6]([NH:8][C@@H:9]([C@@H:13]([OH:15])[CH3:14])[C:10]([OH:12])=O)=[O:7])([CH3:4])([CH3:3])[CH3:2].CCN(C(C)C)C(C)C.C1C=CC2N(O)N=NC=2C=1.O.[CH2:36]([NH:40][CH3:41])[CH:37]([CH3:39])[CH3:38].CCN=C=NCCCN(C)C.Cl, predict the reaction product. The product is: [OH:15][C@@H:13]([CH3:14])[C@H:9]([NH:8][C:6](=[O:7])[O:5][C:1]([CH3:2])([CH3:3])[CH3:4])[C:10]([N:40]([CH2:36][CH:37]([CH3:39])[CH3:38])[CH3:41])=[O:12]. (4) Given the reactants [CH:1]1([C:11](O)=O)[C:10]2[C:5](=[CH:6][CH:7]=[CH:8][CH:9]=2)[CH2:4][CH2:3][O:2]1.[C:14]1([NH:20][C:21](=[S:24])[NH:22][NH2:23])[CH:19]=[CH:18][CH:17]=[CH:16][CH:15]=1, predict the reaction product. The product is: [CH:1]1([C:11]2[N:20]([C:14]3[CH:15]=[CH:16][CH:17]=[CH:18][CH:19]=3)[C:21](=[S:24])[NH:22][N:23]=2)[C:10]2[C:5](=[CH:6][CH:7]=[CH:8][CH:9]=2)[CH2:4][CH2:3][O:2]1. (5) Given the reactants [Br:1][C:2]1[CH:11]=[C:10]2[C:5]([CH:6]=[CH:7][C:8](Cl)=[N:9]2)=[CH:4][CH:3]=1.[CH:13]([B-](F)(F)F)=[CH2:14].[K+].[F-].[Cs+], predict the reaction product. The product is: [Br:1][C:2]1[CH:11]=[C:10]2[C:5]([CH:6]=[CH:7][C:8]([CH:13]=[CH2:14])=[N:9]2)=[CH:4][CH:3]=1. (6) Given the reactants [F:1][CH2:2][CH2:3][O:4][C:5]1[C:6]2[C:17]([C:18]3[CH:23]=[CH:22][CH:21]=[CH:20][CH:19]=3)=[C:16]([C:24]3[CH:29]=[CH:28][C:27]([C:30]4([NH:34]C(=O)OC(C)(C)C)[CH2:33][CH2:32][CH2:31]4)=[CH:26][CH:25]=3)[O:15][C:7]=2[N:8]=[C:9]([NH:11][CH2:12][CH2:13][OH:14])[N:10]=1, predict the reaction product. The product is: [NH2:34][C:30]1([C:27]2[CH:26]=[CH:25][C:24]([C:16]3[O:15][C:7]4[N:8]=[C:9]([NH:11][CH2:12][CH2:13][OH:14])[N:10]=[C:5]([O:4][CH2:3][CH2:2][F:1])[C:6]=4[C:17]=3[C:18]3[CH:19]=[CH:20][CH:21]=[CH:22][CH:23]=3)=[CH:29][CH:28]=2)[CH2:31][CH2:32][CH2:33]1.